This data is from Forward reaction prediction with 1.9M reactions from USPTO patents (1976-2016). The task is: Predict the product of the given reaction. (1) Given the reactants [CH3:1][S:2](Cl)(=[O:4])=[O:3].Cl.[C:7]([CH:15]1[CH2:20][CH2:19][NH:18][CH2:17][CH2:16]1)(=[O:14])[C:8]1[CH:13]=[CH:12][CH:11]=[CH:10][CH:9]=1.C(N(CC)CC)C, predict the reaction product. The product is: [C:7]([CH:15]1[CH2:20][CH2:19][N:18]([S:2]([CH3:1])(=[O:4])=[O:3])[CH2:17][CH2:16]1)(=[O:14])[C:8]1[CH:13]=[CH:12][CH:11]=[CH:10][CH:9]=1. (2) Given the reactants [C:1]1(=[O:7])[O:6][C:4](=O)[CH2:3][CH2:2]1.[CH:8]1[C:13]([NH2:14])=[CH:12][CH:11]=[C:10]([O:15][C:16]2[CH:21]=[CH:20][C:19]([Cl:22])=[CH:18][CH:17]=2)[CH:9]=1.O=S(Cl)Cl, predict the reaction product. The product is: [Cl:22][C:19]1[CH:20]=[CH:21][C:16]([O:15][C:10]2[CH:11]=[CH:12][C:13]([N:14]3[C:1](=[O:7])[CH2:2][CH2:3][C:4]3=[O:6])=[CH:8][CH:9]=2)=[CH:17][CH:18]=1. (3) Given the reactants N1([C:6]([C:8]2[CH:9]=[C:10]([C:16]3[N:17]=[C:18]([C:21]4[CH:26]=[CH:25][N:24]=[CH:23][CH:22]=4)[S:19][CH:20]=3)[C:11](=[O:15])[NH:12][C:13]=2[CH3:14])=[O:7])C=CN=C1.CC1NC(=O)C(C2N=C(C3C=CN=CC=3)SC=2)=CC=1C(OCCN1CCCC1)=O.C1N=CN(C(N2C=NC=C2)=O)C=1.CCN(C(C)C)C(C)C, predict the reaction product. The product is: [OH:7][CH2:6][C:8]1[CH:9]=[C:10]([C:16]2[N:17]=[C:18]([C:21]3[CH:26]=[CH:25][N:24]=[CH:23][CH:22]=3)[S:19][CH:20]=2)[C:11](=[O:15])[NH:12][C:13]=1[CH3:14]. (4) Given the reactants [Cl:1][C:2]1[CH:7]=[CH:6][C:5]([C:8]([C:13]2[C:21]3[C:16](=[C:17]([NH:22][S:23]([CH3:26])(=[O:25])=[O:24])[CH:18]=[CH:19][CH:20]=3)[N:15](CC3C=CC(OC)=CC=3)[N:14]=2)([C:11]#[N:12])[CH2:9][CH3:10])=[CH:4][CH:3]=1.C(O)(C(F)(F)F)=O, predict the reaction product. The product is: [Cl:1][C:2]1[CH:7]=[CH:6][C:5]([C:8]([C:13]2[C:21]3[C:16](=[C:17]([NH:22][S:23]([CH3:26])(=[O:25])=[O:24])[CH:18]=[CH:19][CH:20]=3)[NH:15][N:14]=2)([C:11]#[N:12])[CH2:9][CH3:10])=[CH:4][CH:3]=1. (5) Given the reactants [O:1]=[C:2]1[NH:7][C:6]2[CH:8]=[C:9]([C:12](O)=[O:13])[CH:10]=[CH:11][C:5]=2[S:4][CH2:3]1.C(OC(Cl)=O)C(C)C, predict the reaction product. The product is: [OH:13][CH2:12][C:9]1[CH:10]=[CH:11][C:5]2[S:4][CH2:3][C:2](=[O:1])[NH:7][C:6]=2[CH:8]=1. (6) Given the reactants [F:1][C:2]1[CH:3]=[C:4]([CH:29]=[CH:30][CH:31]=1)[CH2:5][O:6][C:7]1[CH:12]=[CH:11][C:10]([NH:13][C:14]2[C:23]3[C:18](=[CH:19][CH:20]=[C:21]([C:24]#[C:25][CH2:26][OH:27])[CH:22]=3)[N:17]=[CH:16][N:15]=2)=[CH:9][C:8]=1[Cl:28].C(N(CC)CC)C.[CH3:39][S:40](Cl)(=[O:42])=[O:41], predict the reaction product. The product is: [CH3:39][S:40]([O:27][CH2:26][C:25]#[C:24][C:21]1[CH:22]=[C:23]2[C:18](=[CH:19][CH:20]=1)[N:17]=[CH:16][N:15]=[C:14]2[NH:13][C:10]1[CH:11]=[CH:12][C:7]([O:6][CH2:5][C:4]2[CH:29]=[CH:30][CH:31]=[C:2]([F:1])[CH:3]=2)=[C:8]([Cl:28])[CH:9]=1)(=[O:42])=[O:41]. (7) Given the reactants Cl[C:2]1[CH:7]=[C:6]([C:8]2[CH:13]=[CH:12][CH:11]=[CH:10][CH:9]=2)[N:5]=[C:4]([NH:14][C:15](=[O:29])[CH2:16][CH2:17][C:18]([C:20]2[CH:21]=[CH:22][C:23]3[O:27][CH2:26][CH2:25][C:24]=3[CH:28]=2)=[O:19])[CH:3]=1.C1(C2C=CC=CC=2)C=CC=CC=1P(C1CCCCC1)C1CCCCC1.C(=O)([O-])[O-].[K+].[K+].[CH2:61]([O:65][C:66]1[CH:67]=[C:68](B(O)O)[CH:69]=[CH:70][CH:71]=1)[CH2:62][CH2:63][CH3:64], predict the reaction product. The product is: [CH2:61]([O:65][C:66]1[CH:71]=[C:70]([C:2]2[CH:7]=[C:6]([C:8]3[CH:13]=[CH:12][CH:11]=[CH:10][CH:9]=3)[N:5]=[C:4]([NH:14][C:15](=[O:29])[CH2:16][CH2:17][C:18]([C:20]3[CH:21]=[CH:22][C:23]4[O:27][CH2:26][CH2:25][C:24]=4[CH:28]=3)=[O:19])[CH:3]=2)[CH:69]=[CH:68][CH:67]=1)[CH2:62][CH2:63][CH3:64].